Dataset: Forward reaction prediction with 1.9M reactions from USPTO patents (1976-2016). Task: Predict the product of the given reaction. (1) Given the reactants [Cl:1][C:2]1[CH:3]=[CH:4][C:5]2[C:11]3[N:12](CC4C=CC(OC)=CC=4OC)[C:13](=[O:21])[C:14]([C:17]([O:19]C)=[O:18])=[C:15]([OH:16])[C:10]=3[CH2:9][CH2:8][N:7](C(OCC3C=CC=CC=3)=O)[C:6]=2[CH:43]=1.CC([O-])(C)C.[Na+].C1(C)C=CC=CC=1.[CH3:57][N:58]1[CH2:63][CH2:62][NH:61][CH2:60][CH2:59]1, predict the reaction product. The product is: [ClH:1].[OH:16][C:15]1[C:10]2[CH2:9][CH2:8][NH:7][C:6]3[CH:43]=[C:2]([N:61]4[CH2:62][CH2:63][N:58]([CH3:57])[CH2:59][CH2:60]4)[CH:3]=[CH:4][C:5]=3[C:11]=2[NH:12][C:13](=[O:21])[C:14]=1[C:17]([OH:19])=[O:18]. (2) Given the reactants [C:1]([C@@:18]1([N:26]2[C:36]3[N:35]=[C:33]([NH2:34])[NH:32][C:30](=[O:31])[C:29]=3[N:28]=[CH:27]2)[O:25][C@H:22]([CH2:23][OH:24])[C@@H:20]([OH:21])[CH2:19]1)(=[O:17])[CH2:2][CH2:3][CH2:4]CCCCCCCCCCCC.C(Cl)(=O)CCC.C(Cl)(=O)CCCCCCCCCCCCCCC, predict the reaction product. The product is: [C:1]([C@@:18]1([N:26]2[C:36]3[N:35]=[C:33]([NH2:34])[NH:32][C:30](=[O:31])[C:29]=3[N:28]=[CH:27]2)[O:25][C@H:22]([CH2:23][OH:24])[C@@H:20]([OH:21])[CH2:19]1)(=[O:17])[CH2:2][CH2:3][CH3:4]. (3) The product is: [Cl:1][C:2]1[C:3]([CH3:10])=[C:4]([OH:8])[CH:5]=[CH:6][CH:7]=1. Given the reactants [Cl:1][C:2]1[C:3]([CH3:10])=[C:4]([O:8]C)[CH:5]=[CH:6][CH:7]=1, predict the reaction product. (4) The product is: [F:1][C:2]1[CH:3]=[CH:4][C:5]([C:8]2[N:12]([CH2:25][CH:26]([CH3:28])[CH3:27])[N:11]=[C:10]([C:13]([O:15][CH2:16][CH3:17])=[O:14])[CH:9]=2)=[CH:6][CH:7]=1. Given the reactants [F:1][C:2]1[CH:7]=[CH:6][C:5]([C:8]2[NH:12][N:11]=[C:10]([C:13]([O:15][CH2:16][CH3:17])=[O:14])[CH:9]=2)=[CH:4][CH:3]=1.C(=O)([O-])[O-].[K+].[K+].I[CH2:25][CH:26]([CH3:28])[CH3:27].O, predict the reaction product. (5) Given the reactants [CH2:1]([O:8][C:9]1[C:10]([F:23])=[C:11]([CH:19]=[CH:20][C:21]=1[F:22])[CH2:12][CH2:13][NH:14][S:15]([CH3:18])(=[O:17])=[O:16])[C:2]1[CH:7]=[CH:6][CH:5]=[CH:4][CH:3]=1.[B].[CH3:25]OCCOC, predict the reaction product. The product is: [CH2:1]([O:8][C:9]1[C:10]([F:23])=[C:11]2[C:19](=[CH:20][C:21]=1[F:22])[CH2:25][N:14]([S:15]([CH3:18])(=[O:17])=[O:16])[CH2:13][CH2:12]2)[C:2]1[CH:3]=[CH:4][CH:5]=[CH:6][CH:7]=1. (6) Given the reactants [Cl:1][C:2]1[CH:3]=[CH:4][C:5]([CH3:11])=[C:6]([N:8]=[C:9]=[S:10])[CH:7]=1.[CH2:12]([NH2:14])[CH3:13], predict the reaction product. The product is: [Cl:1][C:2]1[CH:3]=[CH:4][C:5]([CH3:11])=[C:6]([NH:8][C:9]([NH:14][CH2:12][CH3:13])=[S:10])[CH:7]=1. (7) Given the reactants [CH3:1][O:2][CH2:3][C:4]([NH:6][NH:7][C:8]1[N:17]=[C:16]([C:18]([F:21])([F:20])[F:19])[CH:15]=[CH:14][C:9]=1[C:10]([O:12][CH3:13])=[O:11])=O.C1(C)C=CC=CC=1.P(Cl)(Cl)(Cl)=O.C(=O)([O-])O.[Na+], predict the reaction product. The product is: [CH3:1][O:2][CH2:3][C:4]1[N:17]2[C:16]([C:18]([F:21])([F:20])[F:19])=[CH:15][CH:14]=[C:9]([C:10]([O:12][CH3:13])=[O:11])[C:8]2=[N:7][N:6]=1. (8) Given the reactants [Cl:1][CH2:2][C:3](Cl)=O.ClCC(=N)OCC.[NH2:13][C:14]1[CH:15]=[C:16]([CH:19]=[CH:20][C:21]=1[NH:22][CH2:23][CH2:24][CH3:25])[C:17]#[N:18].C(N(CC)CC)C, predict the reaction product. The product is: [CH2:23]([N:22]1[C:21]2[CH:20]=[CH:19][C:16]([C:17]#[N:18])=[CH:15][C:14]=2[N:13]=[C:3]1[CH2:2][Cl:1])[CH2:24][CH3:25].